From a dataset of Forward reaction prediction with 1.9M reactions from USPTO patents (1976-2016). Predict the product of the given reaction. (1) Given the reactants [CH:1]1([C:4]([NH:6][C:7]2[C:8]([O:24][CH3:25])=[N:9][C:10]([C:14]3[C:19]([O:20][CH3:21])=[CH:18][C:17]([CH3:22])=[CH:16][C:15]=3[CH3:23])=[N:11][C:12]=2[CH3:13])=[O:5])[CH2:3][CH2:2]1.I[CH2:27][CH2:28][CH3:29].[H-].[Na+], predict the reaction product. The product is: [CH:1]1([C:4]([N:6]([C:7]2[C:8]([O:24][CH3:25])=[N:9][C:10]([C:14]3[C:19]([O:20][CH3:21])=[CH:18][C:17]([CH3:22])=[CH:16][C:15]=3[CH3:23])=[N:11][C:12]=2[CH3:13])[CH2:27][CH2:28][CH3:29])=[O:5])[CH2:3][CH2:2]1. (2) Given the reactants [CH2:1]([O:8][C:9]1[C:18]2[C:13](=[CH:14][CH:15]=[CH:16][CH:17]=2)[N:12]=[C:11]([CH2:19]Cl)[C:10]=1[CH3:21])[C:2]1[CH:7]=[CH:6][CH:5]=[CH:4][CH:3]=1.[P:22]([O:29]CC)([O:26][CH2:27][CH3:28])[O:23][CH2:24][CH3:25], predict the reaction product. The product is: [CH2:1]([O:8][C:9]1[C:18]2[C:13](=[CH:14][CH:15]=[CH:16][CH:17]=2)[N:12]=[C:11]([CH2:19][P:22](=[O:29])([O:26][CH2:27][CH3:28])[O:23][CH2:24][CH3:25])[C:10]=1[CH3:21])[C:2]1[CH:7]=[CH:6][CH:5]=[CH:4][CH:3]=1.